This data is from Peptide-MHC class II binding affinity with 134,281 pairs from IEDB. The task is: Regression. Given a peptide amino acid sequence and an MHC pseudo amino acid sequence, predict their binding affinity value. This is MHC class II binding data. The peptide sequence is LAECARRRLRTLVLA. The MHC is DRB1_1301 with pseudo-sequence DRB1_1301. The binding affinity (normalized) is 0.936.